From a dataset of Peptide-MHC class II binding affinity with 134,281 pairs from IEDB. Regression. Given a peptide amino acid sequence and an MHC pseudo amino acid sequence, predict their binding affinity value. This is MHC class II binding data. (1) The peptide sequence is LELLQRRFGGTVIRN. The MHC is DRB1_1101 with pseudo-sequence DRB1_1101. The binding affinity (normalized) is 0.787. (2) The peptide sequence is GELQIVDVIDAAFKI. The MHC is DRB1_1101 with pseudo-sequence DRB1_1101. The binding affinity (normalized) is 0.390. (3) The peptide sequence is DLVANQPNLKALREK. The MHC is HLA-DQA10201-DQB10202 with pseudo-sequence HLA-DQA10201-DQB10202. The binding affinity (normalized) is 0. (4) The peptide sequence is TPESATPFPHRKGVL. The MHC is HLA-DQA10401-DQB10402 with pseudo-sequence HLA-DQA10401-DQB10402. The binding affinity (normalized) is 0.231. (5) The binding affinity (normalized) is 0.756. The peptide sequence is GEGAVQWMNRLIAFASRGNHV. The MHC is DRB1_1101 with pseudo-sequence DRB1_1101. (6) The MHC is HLA-DPA10103-DPB10401 with pseudo-sequence HLA-DPA10103-DPB10401. The binding affinity (normalized) is 0.577. The peptide sequence is AAFQGAHARFVAAAA. (7) The peptide sequence is FDLRAQGINLIIHYV. The MHC is HLA-DQA10301-DQB10302 with pseudo-sequence HLA-DQA10301-DQB10302. The binding affinity (normalized) is 0.356.